From a dataset of Reaction yield outcomes from USPTO patents with 853,638 reactions. Predict the reaction yield, written as a fraction of the theoretical maximum amount of product (1.0 means a 100% yield; for example, 0.34 means a 34% yield). (1) The reactants are Br[CH2:2][CH2:3][CH2:4][CH2:5][CH2:6][N:7]1[C:11]2[CH:12]=[CH:13][CH:14]=[CH:15][C:10]=2[N:9]([C:16]2[CH:21]=[CH:20][CH:19]=[CH:18][C:17]=2[F:22])[S:8]1(=[O:24])=[O:23].[CH3:25][CH:26]1[CH2:31][NH:30][CH2:29][CH:28]([CH3:32])[NH:27]1. No catalyst specified. The product is [CH3:25][CH:26]1[NH:27][CH:28]([CH3:32])[CH2:29][N:30]([CH2:2][CH2:3][CH2:4][CH2:5][CH2:6][N:7]2[C:11]3[CH:12]=[CH:13][CH:14]=[CH:15][C:10]=3[N:9]([C:16]3[CH:21]=[CH:20][CH:19]=[CH:18][C:17]=3[F:22])[S:8]2(=[O:24])=[O:23])[CH2:31]1. The yield is 0.880. (2) The reactants are [CH3:1][N:2]([CH3:43])[C:3]([C@@H:5]1[CH2:9][C@@H:8]([OH:10])[CH2:7][N:6]1[C:11]1([C:35]2[C:36]([O:41]C)=[N:37][CH:38]=[CH:39][CH:40]=2)[C:19]2[C:14](=[CH:15][CH:16]=[C:17]([Cl:20])[CH:18]=2)[N:13]([S:21]([C:24]2[CH:29]=[CH:28][C:27]([O:30][CH3:31])=[CH:26][C:25]=2[O:32][CH3:33])(=[O:23])=[O:22])[C:12]1=[O:34])=[O:4].[I-].[Na+]. The catalyst is C(O)(=O)C.C(OCC)(=O)C. The product is [CH3:43][N:2]([CH3:1])[C:3]([C@@H:5]1[CH2:9][C@@H:8]([OH:10])[CH2:7][N:6]1[C:11]1([C:35]2[C:36](=[O:41])[NH:37][CH:38]=[CH:39][CH:40]=2)[C:19]2[C:14](=[CH:15][CH:16]=[C:17]([Cl:20])[CH:18]=2)[N:13]([S:21]([C:24]2[CH:29]=[CH:28][C:27]([O:30][CH3:31])=[CH:26][C:25]=2[O:32][CH3:33])(=[O:22])=[O:23])[C:12]1=[O:34])=[O:4]. The yield is 0.600. (3) The reactants are [C:1]([C:3]1[CH:8]=[CH:7][C:6]([NH:9][CH:10]([C:16]2[CH:21]=[C:20]([CH:22]([CH3:24])[CH3:23])[C:19]([O:25]C(C)C)=[CH:18][C:17]=2[CH3:29])[C:11]([O:13][CH2:14][CH3:15])=[O:12])=[CH:5][CH:4]=1)#[N:2].B(Br)(Br)Br.C([O-])([O-])=O.[Cs+].[Cs+].I[CH2:41][C:42]([NH2:44])=[O:43].OS([O-])(=O)=O.[K+]. The catalyst is C(Cl)Cl. The product is [C:1]([C:3]1[CH:8]=[CH:7][C:6]([NH:9][CH:10]([C:16]2[CH:21]=[C:20]([CH:22]([CH3:23])[CH3:24])[C:19]([O:25][CH2:41][C:42](=[O:43])[NH2:44])=[CH:18][C:17]=2[CH3:29])[C:11]([O:13][CH2:14][CH3:15])=[O:12])=[CH:5][CH:4]=1)#[N:2]. The yield is 0.730. (4) The reactants are [CH3:1][C:2]1([CH3:15])[C:11]2[C:6](=[CH:7][C:8]([N+:12]([O-:14])=[O:13])=[CH:9][CH:10]=2)[NH:5][CH2:4][CH2:3]1.[CH3:16][C:17]([O:20][C:21](O[C:21]([O:20][C:17]([CH3:19])([CH3:18])[CH3:16])=[O:22])=[O:22])([CH3:19])[CH3:18]. No catalyst specified. The product is [C:17]([O:20][C:21]([N:5]1[C:6]2[C:11](=[CH:10][CH:9]=[C:8]([N+:12]([O-:14])=[O:13])[CH:7]=2)[C:2]([CH3:15])([CH3:1])[CH2:3][CH2:4]1)=[O:22])([CH3:19])([CH3:18])[CH3:16]. The yield is 0.220. (5) The reactants are [CH:1]1([CH2:4][O:5][C:6]2[C:7](O)=[N:8][C:9]([CH2:12][S:13]([CH3:16])(=[O:15])=[O:14])=[N:10][CH:11]=2)[CH2:3][CH2:2]1.O=P(Cl)(Cl)[Cl:20].CO. The catalyst is CC#N.[N+](C)(C)(C)C.[Cl-]. The product is [Cl:20][C:7]1[C:6]([O:5][CH2:4][CH:1]2[CH2:3][CH2:2]2)=[CH:11][N:10]=[C:9]([CH2:12][S:13]([CH3:16])(=[O:15])=[O:14])[N:8]=1. The yield is 0.493. (6) The reactants are [CH:1]([C:4]1[C:12]([C:13](=[O:17])[CH:14]([CH3:16])[CH3:15])=[C:7]2[CH:8]=[CH:9][CH:10]=[CH:11][N:6]2[N:5]=1)([CH3:3])[CH3:2].[BH4-].[Na+]. The catalyst is CO. The product is [CH:1]([C:4]1[C:12]([CH:13]([OH:17])[CH:14]([CH3:16])[CH3:15])=[C:7]2[CH:8]=[CH:9][CH:10]=[CH:11][N:6]2[N:5]=1)([CH3:3])[CH3:2]. The yield is 0.680. (7) The reactants are [CH3:1][C@@:2]1([N:10]2[C:19](=[O:20])[C:18]3[C:13](=[CH:14][CH:15]=[CH:16][C:17]=3[N+:21]([O-])=O)[N:12]=[C:11]2[CH3:24])[CH2:7][CH2:6][C:5](=[O:8])[NH:4][C:3]1=[O:9]. The catalyst is C(OCC)(=O)C.CO.[Pd]. The product is [NH2:21][C:17]1[CH:16]=[CH:15][CH:14]=[C:13]2[C:18]=1[C:19](=[O:20])[N:10]([C@:2]1([CH3:1])[CH2:7][CH2:6][C:5](=[O:8])[NH:4][C:3]1=[O:9])[C:11]([CH3:24])=[N:12]2. The yield is 0.440. (8) The reactants are O1C=CC=C1[C@H](O)CNC.[CH3:11][N:12]1[CH2:16][C@H:15]([C:17]2[CH:22]=[N:21][CH:20]=[CH:19][N:18]=2)[O:14]C1=O.[OH-].[K+]. No catalyst specified. The product is [CH3:11][NH:12][CH2:16][C@H:15]([C:17]1[CH:22]=[N:21][CH:20]=[CH:19][N:18]=1)[OH:14]. The yield is 0.790. (9) The reactants are [F:1][C:2]1[CH:7]=[C:6]([F:8])[CH:5]=[CH:4][C:3]=1[S:9][C:10]1[CH:11]=[CH:12][C:13]2[N:14]([C:16]([C:19]3[CH:27]=[CH:26][C:22]([C:23]([NH2:25])=[O:24])=[CH:21][CH:20]=3)=[N:17][N:18]=2)[CH:15]=1.[CH2:28]([CH2:30]N)[OH:29]. No catalyst specified. The product is [F:1][C:2]1[CH:7]=[C:6]([F:8])[CH:5]=[CH:4][C:3]=1[S:9][C:10]1[CH:11]=[CH:12][C:13]2[N:14]([C:16]([C:19]3[CH:27]=[CH:26][C:22]([C:23]([NH:25][CH2:30][CH2:28][OH:29])=[O:24])=[CH:21][CH:20]=3)=[N:17][N:18]=2)[CH:15]=1. The yield is 0.630.